From a dataset of Forward reaction prediction with 1.9M reactions from USPTO patents (1976-2016). Predict the product of the given reaction. Given the reactants C([O:8][C:9]1[CH:14]=[CH:13][N:12]([CH2:15][CH2:16][CH2:17][CH3:18])[C:11](=[O:19])[CH:10]=1)C1C=CC=CC=1, predict the reaction product. The product is: [CH2:15]([N:12]1[CH:13]=[CH:14][C:9]([OH:8])=[CH:10][C:11]1=[O:19])[CH2:16][CH2:17][CH3:18].